This data is from Reaction yield outcomes from USPTO patents with 853,638 reactions. The task is: Predict the reaction yield, written as a fraction of the theoretical maximum amount of product (1.0 means a 100% yield; for example, 0.34 means a 34% yield). (1) The reactants are [CH2:1]([NH:8][C:9](=O)[C:10]1[CH:15]=[CH:14][CH:13]=[CH:12][CH:11]=1)[C:2]1[CH:7]=[CH:6][CH:5]=[CH:4][CH:3]=1.C(Cl)Cl.P(Cl)(Cl)(Cl)(Cl)Cl.[N:26]([Si](C)(C)C)=[N+:27]=[N-:28]. The catalyst is C(O)(C)C. The product is [CH2:1]([N:8]1[C:9]([C:10]2[CH:15]=[CH:14][CH:13]=[CH:12][CH:11]=2)=[N:28][N:27]=[N:26]1)[C:2]1[CH:7]=[CH:6][CH:5]=[CH:4][CH:3]=1. The yield is 0.949. (2) The reactants are [CH3:1][N:2]1[CH2:6][CH2:5][CH2:4][CH2:3]1.[Cl:7][CH2:8][CH2:9][OH:10]. The catalyst is C1(C)C=CC=CC=1. The product is [Cl-:7].[OH:10][CH2:9][CH2:8][N+:2]1([CH3:1])[CH2:6][CH2:5][CH2:4][CH2:3]1. The yield is 0.750. (3) The reactants are C([O:4][C:5]1[CH:10]=[CH:9][CH:8]=[CH:7][C:6]=1[C:11](=[O:22])[NH:12][C:13]1[S:14][C:15]([S:18]([CH3:21])(=[O:20])=[O:19])=[CH:16][N:17]=1)(=O)C.Cl. The catalyst is C1COCC1. The product is [OH:4][C:5]1[CH:10]=[CH:9][CH:8]=[CH:7][C:6]=1[C:11]([NH:12][C:13]1[S:14][C:15]([S:18]([CH3:21])(=[O:20])=[O:19])=[CH:16][N:17]=1)=[O:22]. The yield is 0.950. (4) The reactants are [NH2:1][C:2]1[N:3]=[C:4]([CH3:18])[C:5]2[CH:11]=[C:10](Br)[C:9](=[O:13])[N:8]([CH:14]3[CH2:17][CH2:16][CH2:15]3)[C:6]=2[N:7]=1.[C:19]([Cu])#[N:20]. The catalyst is CN1C(=O)CCC1.[Cl-].[Na+].O. The product is [NH2:1][C:2]1[N:3]=[C:4]([CH3:18])[C:5]2[CH:11]=[C:10]([C:19]#[N:20])[C:9](=[O:13])[N:8]([CH:14]3[CH2:17][CH2:16][CH2:15]3)[C:6]=2[N:7]=1. The yield is 0.780.